This data is from Full USPTO retrosynthesis dataset with 1.9M reactions from patents (1976-2016). The task is: Predict the reactants needed to synthesize the given product. (1) Given the product [CH3:17][N:15]1[CH:16]=[C:12]([C:8]2[CH:7]=[N:6][C:5]3[C:10]([N:9]=2)=[CH:11][C:2]([C:26]2[CH:27]=[C:28]([NH:32][S:33]([C:36]4[CH:37]=[CH:38][CH:39]=[CH:40][CH:41]=4)(=[O:34])=[O:35])[CH:29]=[N:30][CH:31]=2)=[CH:3][CH:4]=3)[CH:13]=[N:14]1, predict the reactants needed to synthesize it. The reactants are: Br[C:2]1[CH:11]=[C:10]2[C:5]([N:6]=[CH:7][C:8]([C:12]3[CH:13]=[N:14][N:15]([CH3:17])[CH:16]=3)=[N:9]2)=[CH:4][CH:3]=1.CC1(C)C(C)(C)OB([C:26]2[CH:27]=[C:28]([NH:32][S:33]([C:36]3[CH:41]=[CH:40][CH:39]=[CH:38][CH:37]=3)(=[O:35])=[O:34])[CH:29]=[N:30][CH:31]=2)O1.C(=O)([O-])[O-].[K+].[K+]. (2) Given the product [OH:14][CH:10]([CH2:11][CH2:12][CH3:13])[C:4](=[O:16])[CH:1]([CH3:3])[CH3:2], predict the reactants needed to synthesize it. The reactants are: [CH:1]([C:4]1([CH:10]([OH:14])[CH2:11][CH2:12][CH3:13])SCCCS1)([CH3:3])[CH3:2].C[OH:16]. (3) Given the product [Cl:6][C:7]1[CH:8]=[C:9]2[C:14](=[CH:15][C:16]=1[OH:17])[O:13][CH2:12][CH:11]([C:21]1[CH:26]=[CH:25][C:24]([OH:27])=[CH:23][CH:22]=1)[C:10]2=[O:31], predict the reactants needed to synthesize it. The reactants are: N1C=CN=C1.[Cl:6][C:7]1[CH:8]=[C:9]2[C:14](=[CH:15][C:16]=1[O:17]C(=O)C)[O:13][CH2:12][CH:11]([C:21]1[CH:26]=[CH:25][C:24]([O:27]C(=O)C)=[CH:23][CH:22]=1)[C:10]2=[O:31]. (4) Given the product [F:28][C:15]1[C:16]([C:18]2[C:26]3[O:25][CH:24]=[CH:23][C:22]=3[C:21]([F:27])=[CH:20][CH:19]=2)=[CH:17][C:12]([NH:10][C:6]2[CH:5]=[C:4]([CH2:3][S:2][CH3:1])[CH:9]=[CH:8][N:7]=2)=[N:13][CH:14]=1, predict the reactants needed to synthesize it. The reactants are: [CH3:1][S:2][CH2:3][C:4]1[CH:9]=[CH:8][N:7]=[C:6]([NH2:10])[CH:5]=1.Cl[C:12]1[CH:17]=[C:16]([C:18]2[C:26]3[O:25][CH:24]=[CH:23][C:22]=3[C:21]([F:27])=[CH:20][CH:19]=2)[C:15]([F:28])=[CH:14][N:13]=1.C1(P(C2CCCCC2)C2C=CC=CC=2C2C(C(C)C)=CC(C(C)C)=CC=2C(C)C)CCCCC1.P([O-])([O-])([O-])=O.[K+].[K+].[K+]. (5) The reactants are: FC1C=CC=C(F)C=1C1NC2C(C=1)=CC(C1N(C)N=C(C3C=NC(N)=NC=3)C=1)=CC=2.C1(S([N:40]2[C:48]3[C:43](=[CH:44][C:45]([C:49]4[N:50]([CH3:59])[N:51]=[C:52]([C:54]5[O:55][CH:56]=[CH:57][N:58]=5)[CH:53]=4)=[CH:46][CH:47]=3)[CH:42]=[C:41]2[C:60]2[C:65]([F:66])=[CH:64][CH:63]=[CH:62][C:61]=2[F:67])(=O)=O)C=CC=CC=1. Given the product [F:67][C:61]1[CH:62]=[CH:63][CH:64]=[C:65]([F:66])[C:60]=1[C:41]1[NH:40][C:48]2[C:43]([CH:42]=1)=[CH:44][C:45]([C:49]1[N:50]([CH3:59])[N:51]=[C:52]([C:54]3[O:55][CH:56]=[CH:57][N:58]=3)[CH:53]=1)=[CH:46][CH:47]=2, predict the reactants needed to synthesize it.